From a dataset of Catalyst prediction with 721,799 reactions and 888 catalyst types from USPTO. Predict which catalyst facilitates the given reaction. Reactant: [C:1]([CH:5]1[CH2:13][C:12]2[C:7](=[CH:8][CH:9]=[CH:10][CH:11]=2)[NH:6]1)([CH3:4])([CH3:3])[CH3:2].C(C1NC2C(C=1)=CC=CC=2)(C)(C)C.[N+:27]([O-])([O-:29])=[O:28].[K+].C([O-])([O-])=O.[Na+].[Na+]. Product: [C:1]([CH:5]1[CH2:13][C:12]2[C:7](=[CH:8][C:9]([N+:27]([O-:29])=[O:28])=[CH:10][CH:11]=2)[NH:6]1)([CH3:4])([CH3:2])[CH3:3]. The catalyst class is: 82.